This data is from Reaction yield outcomes from USPTO patents with 853,638 reactions. The task is: Predict the reaction yield, written as a fraction of the theoretical maximum amount of product (1.0 means a 100% yield; for example, 0.34 means a 34% yield). (1) The product is [F:43][C:2]([F:1])([F:42])[C:3]1[CH:4]=[C:5]([CH:39]=[CH:40][CH:41]=1)[CH2:6][NH:7][C:8]([C:10]1[CH:15]=[CH:14][N:13]=[C:12]([C:16]2[CH:21]=[CH:20][CH:19]=[CH:18][C:17]=2[NH:22][C:23]([C:25]2[CH:26]=[C:27]([CH:36]=[CH:37][CH:38]=2)[CH2:28][S:29][CH2:30][CH2:31][C:32]([OH:34])=[O:33])=[O:24])[CH:11]=1)=[O:9]. The reactants are [F:1][C:2]([F:43])([F:42])[C:3]1[CH:4]=[C:5]([CH:39]=[CH:40][CH:41]=1)[CH2:6][NH:7][C:8]([C:10]1[CH:15]=[CH:14][N:13]=[C:12]([C:16]2[CH:21]=[CH:20][CH:19]=[CH:18][C:17]=2[NH:22][C:23]([C:25]2[CH:26]=[C:27]([CH:36]=[CH:37][CH:38]=2)[CH2:28][S:29][CH2:30][CH2:31][C:32]([O:34]C)=[O:33])=[O:24])[CH:11]=1)=[O:9].[Li+].[OH-]. The yield is 0.200. The catalyst is O1CCCC1.O. (2) The reactants are C([O:3][C:4]([CH2:6][CH:7]1[O:11][B:10]([OH:12])[C:9]2[CH:13]=[C:14]([O:18][C:19]3[N:20]=[CH:21][C:22](C(O)=O)=[N:23][CH:24]=3)[CH:15]=[C:16]([CH3:17])[C:8]1=2)=[O:5])C.C1(P(N=[N+]=[N-])(C2C=CC=CC=2)=[O:35])C=CC=CC=1.C([N:47]([CH2:50]C)CC)C.[CH3:52][C:53]([OH:56])([CH3:55])[CH3:54]. No catalyst specified. The product is [C:53]([O:56][C:50]([NH:47][C:22]1[N:23]=[CH:24][C:19]([O:18][C:14]2[CH:15]=[C:16]([CH3:17])[C:8]3[CH:7]([CH2:6][C:4]([OH:3])=[O:5])[O:11][B:10]([OH:12])[C:9]=3[CH:13]=2)=[N:20][CH:21]=1)=[O:35])([CH3:55])([CH3:54])[CH3:52]. The yield is 0.270. (3) The yield is 0.700. The product is [Cl:21][C:7]1[CH:8]=[C:9]2[C:4]([C:1]([OH:3])=[CH:2][C:11]([C:13]3[S:14][CH:15]=[C:16]([CH:18]([CH3:20])[CH3:19])[N:17]=3)=[N:10]2)=[CH:5][C:6]=1[O:22][CH3:23]. The reactants are [C:1]([C:4]1[C:9]([NH:10][C:11]([C:13]2[S:14][CH:15]=[C:16]([CH:18]([CH3:20])[CH3:19])[N:17]=2)=O)=[CH:8][C:7]([Cl:21])=[C:6]([O:22][CH3:23])[CH:5]=1)(=[O:3])[CH3:2].C(C1N=C(C2C=C(O)C3C(=CC(OC)=CC=3)N=2)SC=1)(C)C. No catalyst specified.